From a dataset of Peptide-MHC class II binding affinity with 134,281 pairs from IEDB. Regression. Given a peptide amino acid sequence and an MHC pseudo amino acid sequence, predict their binding affinity value. This is MHC class II binding data. The peptide sequence is ANATAGTTVYGAFAA. The MHC is HLA-DPA10103-DPB10401 with pseudo-sequence HLA-DPA10103-DPB10401. The binding affinity (normalized) is 0.242.